Dataset: Catalyst prediction with 721,799 reactions and 888 catalyst types from USPTO. Task: Predict which catalyst facilitates the given reaction. (1) Reactant: C([O:5][C:6](=[O:33])[CH2:7][N:8]([CH2:25][C:26](=[O:32])[O:27]C(C)(C)C)[C:9](=[O:24])[CH2:10][CH2:11][CH2:12][CH2:13][C:14]([O:16][CH2:17][C:18]1[CH:23]=[CH:22][CH:21]=[CH:20][CH:19]=1)=[O:15])(C)(C)C.C(O)(C(F)(F)F)=O. Product: [CH2:17]([O:16][C:14](=[O:15])[CH2:13][CH2:12][CH2:11][CH2:10][C:9]([N:8]([CH2:25][C:26]([OH:32])=[O:27])[CH2:7][C:6]([OH:33])=[O:5])=[O:24])[C:18]1[CH:23]=[CH:22][CH:21]=[CH:20][CH:19]=1. The catalyst class is: 2. (2) Reactant: [C:1]1([C@H:7]2[CH2:12][CH2:11][C@H:10]([NH:13][CH2:14][CH2:15][CH2:16][CH2:17][C:18]3[CH:23]=[CH:22][C:21]([OH:24])=[CH:20][CH:19]=3)[CH2:9][CH2:8]2)[CH:6]=[CH:5][CH:4]=[CH:3][CH:2]=1.[CH2:25](Cl)Cl.[BH-](OC(C)=O)(OC(C)=O)OC(C)=O.[Na+].[OH-].[Na+]. Product: [CH3:25][N:13]([C@H:10]1[CH2:11][CH2:12][C@H:7]([C:1]2[CH:6]=[CH:5][CH:4]=[CH:3][CH:2]=2)[CH2:8][CH2:9]1)[CH2:14][CH2:15][CH2:16][CH2:17][C:18]1[CH:19]=[CH:20][C:21]([OH:24])=[CH:22][CH:23]=1. The catalyst class is: 5.